From a dataset of Reaction yield outcomes from USPTO patents with 853,638 reactions. Predict the reaction yield, written as a fraction of the theoretical maximum amount of product (1.0 means a 100% yield; for example, 0.34 means a 34% yield). (1) The reactants are [O:1]=[C:2]1[CH2:7][NH:6][CH2:5][CH2:4][N:3]1[C:8]1[CH:13]=[CH:12][C:11]([S:14]([NH:17][C:18]2[S:19][CH:20]=[CH:21][N:22]=2)(=[O:16])=[O:15])=[CH:10][CH:9]=1.[Cl:23][C:24]1[CH:25]=[C:26]2[C:30](=[CH:31][CH:32]=1)[N:29]([CH2:33][CH2:34][C:35](O)=[O:36])[CH:28]=[CH:27]2.CN(C(ON1N=NC2C=CC=NC1=2)=[N+](C)C)C.F[P-](F)(F)(F)(F)F.C(=O)(O)[O-].[Na+]. The catalyst is CN(C=O)C. The product is [Cl:23][C:24]1[CH:25]=[C:26]2[C:30](=[CH:31][CH:32]=1)[N:29]([CH2:33][CH2:34][C:35]([N:6]1[CH2:5][CH2:4][N:3]([C:8]3[CH:9]=[CH:10][C:11]([S:14]([NH:17][C:18]4[S:19][CH:20]=[CH:21][N:22]=4)(=[O:16])=[O:15])=[CH:12][CH:13]=3)[C:2](=[O:1])[CH2:7]1)=[O:36])[CH:28]=[CH:27]2. The yield is 0.320. (2) The reactants are [Cl:1][C:2]1[N:3]=[C:4]([C:9]([OH:11])=O)[NH:5][C:6]=1[CH2:7][CH3:8].S(Cl)(Cl)=O.[NH2:16][C:17]1[CH:22]=[CH:21][C:20]([C:23]2[O:24][CH:25]=[C:26]([C:28]([O:30][CH3:31])=[O:29])[N:27]=2)=[CH:19][C:18]=1[O:32][CH3:33]. The catalyst is N1C=CC=CC=1. The product is [Cl:1][C:2]1[N:3]=[C:4]([C:9]([NH:16][C:17]2[CH:22]=[CH:21][C:20]([C:23]3[O:24][CH:25]=[C:26]([C:28]([O:30][CH3:31])=[O:29])[N:27]=3)=[CH:19][C:18]=2[O:32][CH3:33])=[O:11])[NH:5][C:6]=1[CH2:7][CH3:8]. The yield is 0.860. (3) The reactants are Br[C:2]1[C:7]([Br:8])=[CH:6][C:5]([Cl:9])=[CH:4][N:3]=1.[CH3:10]B(O)O.C([O-])([O-])=O.[K+].[K+]. The catalyst is Cl[Pd](Cl)([P](C1C=CC=CC=1)(C1C=CC=CC=1)C1C=CC=CC=1)[P](C1C=CC=CC=1)(C1C=CC=CC=1)C1C=CC=CC=1.O1CCOCC1. The product is [Br:8][C:7]1[C:2]([CH3:10])=[N:3][CH:4]=[C:5]([Cl:9])[CH:6]=1. The yield is 0.130.